Dataset: Forward reaction prediction with 1.9M reactions from USPTO patents (1976-2016). Task: Predict the product of the given reaction. Given the reactants B.[O:2]1[C:10]2[C:9]([C:11](O)=[O:12])=[CH:8][N:7]=[CH:6][C:5]=2[CH:4]=[CH:3]1, predict the reaction product. The product is: [O:2]1[C:10]2[C:9]([CH2:11][OH:12])=[CH:8][N:7]=[CH:6][C:5]=2[CH:4]=[CH:3]1.